Predict which catalyst facilitates the given reaction. From a dataset of Catalyst prediction with 721,799 reactions and 888 catalyst types from USPTO. Reactant: [Cl:1][C:2]1[CH:7]=[C:6]2[NH:8][C:9](=[O:29])[C:10]3([CH:15]([C:16]4[CH:21]=[CH:20][CH:19]=[C:18]([Cl:22])[CH:17]=4)[CH2:14][C:13](=[O:23])[NH:12][CH:11]3[C:24]([CH2:27][CH3:28])=[CH:25][CH3:26])[C:5]2=[CH:4][CH:3]=1.[CH3:30][O:31][CH:32]([Si:34]([CH3:37])([CH3:36])[CH3:35])[CH3:33].[C:38]([O:42][C:43](=[O:46])[CH2:44]Br)([CH3:41])([CH3:40])[CH3:39].C(=O)([O-])[O-].[Cs+].[Cs+]. Product: [C:38]([O:42][C:43]([CH2:44][N:12]1[C:13](=[O:23])[CH2:14][CH:15]([C:16]2[CH:21]=[CH:20][CH:19]=[C:18]([Cl:22])[CH:17]=2)[C:10]2([C:5]3[C:6](=[CH:7][C:2]([Cl:1])=[CH:3][CH:4]=3)[NH:8][C:9]2=[O:29])[CH:11]1[C:24]([CH2:27][CH3:28])=[CH:25][CH3:26])=[O:46])([CH3:41])([CH3:40])[CH3:39].[CH3:30][O:31][CH:32]([Si:34]([CH3:37])([CH3:36])[CH3:35])[CH3:33]. The catalyst class is: 9.